Regression. Given a peptide amino acid sequence and an MHC pseudo amino acid sequence, predict their binding affinity value. This is MHC class II binding data. From a dataset of Peptide-MHC class II binding affinity with 134,281 pairs from IEDB. (1) The peptide sequence is LVGPTPVNVIGRNLLTQIGC. The MHC is DRB1_0802 with pseudo-sequence DRB1_0802. The binding affinity (normalized) is 0.337. (2) The peptide sequence is GLDFNEMILLTMKNK. The MHC is DRB5_0101 with pseudo-sequence DRB5_0101. The binding affinity (normalized) is 0.490. (3) The peptide sequence is EKKYFAAHQFEPLAA. The MHC is HLA-DQA10401-DQB10402 with pseudo-sequence HLA-DQA10401-DQB10402. The binding affinity (normalized) is 0.233. (4) The peptide sequence is KIPTHRHIVGKPCPK. The MHC is DRB1_1302 with pseudo-sequence DRB1_1302. The binding affinity (normalized) is 0.0442. (5) The peptide sequence is NPKNFQTMPGTFQTT. The MHC is DRB5_0101 with pseudo-sequence DRB5_0101. The binding affinity (normalized) is 0.522. (6) The peptide sequence is ALKVAATAANAAPAN. The MHC is HLA-DPA10103-DPB10301 with pseudo-sequence HLA-DPA10103-DPB10301. The binding affinity (normalized) is 0.564.